This data is from Catalyst prediction with 721,799 reactions and 888 catalyst types from USPTO. The task is: Predict which catalyst facilitates the given reaction. (1) Reactant: [C:1]([C:9]1[CH:10]=[C:11]([C:15](=[N:18][OH:19])[C:16]#N)[CH:12]=[CH:13][CH:14]=1)(=[O:8])[C:2]1[CH:7]=[CH:6][CH:5]=[CH:4][CH:3]=1.[OH-:20].[K+].[CH2:22]([OH:24])[CH3:23].Cl. Product: [C:1]([C:9]1[CH:10]=[C:11](/[C:15](=[N:18]/[OH:19])/[C:16]([O:24][CH2:22][CH3:23])=[O:20])[CH:12]=[CH:13][CH:14]=1)(=[O:8])[C:2]1[CH:7]=[CH:6][CH:5]=[CH:4][CH:3]=1. The catalyst class is: 175. (2) Reactant: [CH3:1][C:2]1([N:15]2[CH2:20][CH2:19][C:18](=O)[CH2:17][CH2:16]2)[CH2:7][CH2:6][N:5]([C:8]([O:10][C:11]([CH3:14])([CH3:13])[CH3:12])=[O:9])[CH2:4][CH2:3]1.[C@@H:22]1([NH2:29])[CH2:27][CH2:26][CH2:25][CH2:24][C@H:23]1[NH2:28].C(O[BH-](OC(=O)C)OC(=O)C)(=O)C.[Na+].C([O-])(O)=O.[Na+]. Product: [NH2:28][C@@H:23]1[CH2:24][CH2:25][CH2:26][CH2:27][C@H:22]1[NH:29][CH:18]1[CH2:19][CH2:20][N:15]([C:2]2([CH3:1])[CH2:3][CH2:4][N:5]([C:8]([O:10][C:11]([CH3:14])([CH3:13])[CH3:12])=[O:9])[CH2:6][CH2:7]2)[CH2:16][CH2:17]1. The catalyst class is: 4. (3) Reactant: C(OC(=O)[NH:7][C:8]1[CH:13]=[C:12]([CH3:14])[C:11]([CH2:15][NH:16][C:17]([C:19]2[O:20][C:21]([CH2:24][C:25]3[CH:30]=[CH:29][CH:28]=[CH:27][CH:26]=3)=[N:22][N:23]=2)=[O:18])=[C:10]([CH3:31])[N:9]=1)(C)(C)C.C(O)(C(F)(F)F)=O. Product: [NH2:7][C:8]1[N:9]=[C:10]([CH3:31])[C:11]([CH2:15][NH:16][C:17]([C:19]2[O:20][C:21]([CH2:24][C:25]3[CH:30]=[CH:29][CH:28]=[CH:27][CH:26]=3)=[N:22][N:23]=2)=[O:18])=[C:12]([CH3:14])[CH:13]=1. The catalyst class is: 2. (4) Reactant: C(OC(=O)[NH:7][C@H:8]([C:13](=[O:19])[NH:14][CH2:15][C:16](=[O:18])[NH2:17])[C:9]([CH3:12])([CH3:11])[CH3:10])(C)(C)C.C(OCC)(=O)C.O1CCOCC1.[ClH:33].O1CCOCC1. Product: [ClH:33].[NH2:7][C@@H:8]([C:9]([CH3:12])([CH3:11])[CH3:10])[C:13]([NH:14][CH2:15][C:16](=[O:18])[NH2:17])=[O:19]. The catalyst class is: 81. (5) Reactant: [F:1][C:2]([F:11])([F:10])[C:3]1[CH:9]=[CH:8][C:6]([NH2:7])=[CH:5][CH:4]=1.Cl[C:13]1[N:18]2[CH:19]=[CH:20][N:21]=[C:17]2[N:16]=[C:15]([CH3:22])[CH:14]=1. Product: [CH3:22][C:15]1[CH:14]=[C:13]([NH:7][C:6]2[CH:8]=[CH:9][C:3]([C:2]([F:10])([F:11])[F:1])=[CH:4][CH:5]=2)[N:18]2[CH:19]=[CH:20][N:21]=[C:17]2[N:16]=1. The catalyst class is: 8. (6) Reactant: [K+].[C:2]([O:6][C:7]([CH2:9][CH2:10][C:11]1[CH:16]=[C:15]([Cl:17])[C:14](/[CH:18]=[CH:19]/[C:20]2[CH:28]=[CH:27][C:23]([C:24]([O-:26])=O)=[CH:22][C:21]=2[N+:29]([O-:31])=[O:30])=[C:13]([Cl:32])[CH:12]=1)=[O:8])([CH3:5])([CH3:4])[CH3:3].C(N(C(C)C)CC)(C)C.CN(C(ON1N=NC2C=CC=NC1=2)=[N+](C)C)C.F[P-](F)(F)(F)(F)F.[NH2:66][C:67]1[CH:76]=[CH:75][C:74]2[C:69](=[CH:70][CH:71]=[CH:72][CH:73]=2)[N:68]=1. Product: [C:2]([O:6][C:7](=[O:8])[CH2:9][CH2:10][C:11]1[CH:16]=[C:15]([Cl:17])[C:14](/[CH:18]=[CH:19]/[C:20]2[CH:28]=[CH:27][C:23]([C:24](=[O:26])[NH:66][C:67]3[CH:76]=[CH:75][C:74]4[C:69](=[CH:70][CH:71]=[CH:72][CH:73]=4)[N:68]=3)=[CH:22][C:21]=2[N+:29]([O-:31])=[O:30])=[C:13]([Cl:32])[CH:12]=1)([CH3:5])([CH3:3])[CH3:4]. The catalyst class is: 2.